This data is from Catalyst prediction with 721,799 reactions and 888 catalyst types from USPTO. The task is: Predict which catalyst facilitates the given reaction. (1) Reactant: Cl.[CH3:2][O:3][C:4]1[CH:16]=[CH:15][C:7]([CH2:8][C@@H:9]([C:11]([O:13][CH3:14])=[O:12])[NH2:10])=[CH:6][CH:5]=1.C(N(CC)CC)C.[F:24][C:25]1[CH:35]=[CH:34][C:33]([F:36])=[CH:32][C:26]=1[CH:27]=[CH:28][C:29](O)=[O:30].CCN=C=NCCCN(C)C.Cl. Product: [F:24][C:25]1[CH:35]=[CH:34][C:33]([F:36])=[CH:32][C:26]=1[CH:27]=[CH:28][C:29]([NH:10][C@H:9]([C:11]([O:13][CH3:14])=[O:12])[CH2:8][C:7]1[CH:6]=[CH:5][C:4]([O:3][CH3:2])=[CH:16][CH:15]=1)=[O:30]. The catalyst class is: 2. (2) Reactant: [N+:1]([C:4]1[CH:5]=[C:6]([CH2:28][N:29]2[CH2:32][CH:31]([C:33]([O:35][CH3:36])=[O:34])[CH2:30]2)[CH:7]=[CH:8][C:9]=1[C:10]1[S:11][C:12]2[C:17]([N:18]=1)=[CH:16][CH:15]=[C:14]([C:19]1([C:22]3[CH:27]=[CH:26][CH:25]=[CH:24][CH:23]=3)[CH2:21][CH2:20]1)[N:13]=2)([O-])=O.C(N(CC)C(C)C)(C)C.[H][H]. Product: [NH2:1][C:4]1[CH:5]=[C:6]([CH2:28][N:29]2[CH2:30][CH:31]([C:33]([O:35][CH3:36])=[O:34])[CH2:32]2)[CH:7]=[CH:8][C:9]=1[C:10]1[S:11][C:12]2[C:17]([N:18]=1)=[CH:16][CH:15]=[C:14]([C:19]1([C:22]3[CH:27]=[CH:26][CH:25]=[CH:24][CH:23]=3)[CH2:21][CH2:20]1)[N:13]=2. The catalyst class is: 386. (3) Reactant: Cl[C:2]1[C:7]2[S:8][C:9]([C:11]3[C:16]([Cl:17])=[CH:15][CH:14]=[CH:13][C:12]=3[Cl:18])=[N:10][C:6]=2[CH:5]=[CH:4][N:3]=1.ClC1C=CC=C(Cl)C=1C(Cl)=N[C:24]1[CH:29]=[CH:28][N:27]=[C:26](Cl)[C:25]=1F.NC(N)=S.[N:42]1C=CC=CC=1.[CH:48]([OH:51])(C)C. Product: [Cl:18][C:12]1[CH:13]=[CH:14][CH:15]=[C:16]([Cl:17])[C:11]=1[C:9]1[S:8][C:7]2[C:2]([NH:42][C:26]3[CH:25]=[C:24]([CH2:48][OH:51])[CH:29]=[CH:28][N:27]=3)=[N:3][CH:4]=[CH:5][C:6]=2[N:10]=1. The catalyst class is: 66. (4) Reactant: [O:1]1CCO[CH:2]1[CH2:6][N:7]1[CH:16]=[CH:15][C:14]2[C:9](=[CH:10][C:11]([C:17]([O:19][CH3:20])=[O:18])=[CH:12][CH:13]=2)[C:8]1=[O:21].Cl. Product: [O:21]=[C:8]1[C:9]2[C:14](=[CH:13][CH:12]=[C:11]([C:17]([O:19][CH3:20])=[O:18])[CH:10]=2)[CH:15]=[CH:16][N:7]1[CH2:6][CH:2]=[O:1]. The catalyst class is: 30. (5) Reactant: [Cl:1][C:2]1[CH:7]=[C:6](F)[C:5]([N+:9]([O-:11])=[O:10])=[CH:4][C:3]=1[CH3:12].C(N(C(C)C)CC)(C)C.Cl.Cl.[CH2:24]([O:26][C@H:27]1[CH2:32][CH2:31][C@H:30]([N:33]2[CH2:38][CH2:37][CH:36]([NH2:39])[CH2:35][CH2:34]2)[CH2:29][CH2:28]1)[CH3:25]. Product: [Cl:1][C:2]1[C:3]([CH3:12])=[CH:4][C:5]([N+:9]([O-:11])=[O:10])=[C:6]([NH:39][CH:36]2[CH2:35][CH2:34][N:33]([C@H:30]3[CH2:31][CH2:32][C@H:27]([O:26][CH2:24][CH3:25])[CH2:28][CH2:29]3)[CH2:38][CH2:37]2)[CH:7]=1. The catalyst class is: 42. (6) Reactant: [NH2:1][C:2]1[C:10]2[C:5](=[N:6][C:7]([CH3:13])=[C:8]([OH:12])[C:9]=2[CH3:11])[S:4][C:3]=1[C:14]([O:16][C:17]([CH3:20])([CH3:19])[CH3:18])=[O:15].C([O-])([O-])=O.[K+].[K+].Br[CH2:28][CH2:29][Cl:30].O. Product: [NH2:1][C:2]1[C:10]2[C:5](=[N:6][C:7]([CH3:13])=[C:8]([O:12][CH2:28][CH2:29][Cl:30])[C:9]=2[CH3:11])[S:4][C:3]=1[C:14]([O:16][C:17]([CH3:20])([CH3:19])[CH3:18])=[O:15]. The catalyst class is: 23. (7) Reactant: [C:1]1([CH2:7][C:8](Cl)=[O:9])[CH:6]=[CH:5][CH:4]=[CH:3][CH:2]=1.[N:11]#[C:12][NH2:13].[Na]. Product: [C:1]1([CH2:7][C:8]([NH:13][C:12]#[N:11])=[O:9])[CH:6]=[CH:5][CH:4]=[CH:3][CH:2]=1. The catalyst class is: 56.